The task is: Predict which catalyst facilitates the given reaction.. This data is from Catalyst prediction with 721,799 reactions and 888 catalyst types from USPTO. (1) Reactant: [CH3:1][O:2][C:3]([C:5]1[S:6][CH:7]=[CH:8][C:9]=1[NH2:10])=[O:4].[CH2:11]1[O:21][C:14]2([CH2:19][CH2:18][C:17](=O)[CH2:16][CH2:15]2)[O:13][CH2:12]1.C([Sn](Cl)(Cl)CCCC)CCC.C1([SiH3])C=CC=CC=1. Product: [CH3:1][O:2][C:3]([C:5]1[S:6][CH:7]=[CH:8][C:9]=1[NH:10][CH:17]1[CH2:18][CH2:19][C:14]2([O:21][CH2:11][CH2:12][O:13]2)[CH2:15][CH2:16]1)=[O:4]. The catalyst class is: 1. (2) Reactant: [Br:1][C:2]1[CH:3]=[C:4]([CH:7]=[C:8]([C:10]([F:13])([F:12])[F:11])[CH:9]=1)[CH:5]=O.[CH3:14][NH:15][CH3:16].C(O[BH-](OC(=O)C)OC(=O)C)(=O)C.[Na+]. Product: [Br:1][C:2]1[CH:3]=[C:4]([CH2:5][N:15]([CH3:16])[CH3:14])[CH:7]=[C:8]([C:10]([F:13])([F:12])[F:11])[CH:9]=1. The catalyst class is: 168. (3) Reactant: [CH:1]([C:4]1[S:5][CH:6]=[C:7]([CH2:9][NH:10][CH3:11])[N:8]=1)([CH3:3])[CH3:2].O([C:19]([NH:21][C@H:22]([C:26]([OH:28])=[O:27])[CH:23]([CH3:25])[CH3:24])=[O:20])C1C=CC=CC=1.[C:29]1(C)C=CC=CC=1.CCCCCCC. Product: [CH3:29][O:28][C:26](=[O:27])[C@H:22]([CH:23]([CH3:24])[CH3:25])[NH:21][C:19]([N:10]([CH3:11])[CH2:9][C:7]1[N:8]=[C:4]([CH:1]([CH3:3])[CH3:2])[S:5][CH:6]=1)=[O:20]. The catalyst class is: 25. (4) Reactant: [N+:1]([C:4]1[CH:21]=[CH:20][C:7]([CH2:8][N:9]2C(=O)C3C(=CC=CC=3)C2=O)=[CH:6][CH:5]=1)([O-:3])=[O:2].O.NN.O.C1(C)C=CC(S(O)(=O)=O)=CC=1. Product: [N+:1]([C:4]1[CH:5]=[CH:6][C:7]([CH2:8][NH2:9])=[CH:20][CH:21]=1)([O-:3])=[O:2]. The catalyst class is: 54.